From a dataset of Catalyst prediction with 721,799 reactions and 888 catalyst types from USPTO. Predict which catalyst facilitates the given reaction. (1) Reactant: CC1CN(C(=O)C(F)(F)F)CCC2N=C(O)C=CC1=2.O=P(Cl)(Cl)Cl.[Cl:25][C:26]1[CH:27]=[CH:28][C:29]2[CH:35]([CH3:36])[CH2:34][N:33](C(=O)C(F)(F)F)[CH2:32][CH2:31][C:30]=2[N:43]=1.C([O-])([O-])=O.[K+].[K+]. Product: [Cl:25][C:26]1[CH:27]=[CH:28][C:29]2[CH:35]([CH3:36])[CH2:34][NH:33][CH2:32][CH2:31][C:30]=2[N:43]=1. The catalyst class is: 475. (2) Reactant: [CH3:1][C:2]1[CH:8]=[CH:7][C:6]([CH3:9])=[CH:5][C:3]=1[NH2:4].[CH:10](=O)/[CH:11]=[CH:12]/[CH3:13]. Product: [CH3:13][C:12]1[CH:11]=[CH:10][C:5]2[C:3](=[C:2]([CH3:1])[CH:8]=[CH:7][C:6]=2[CH3:9])[N:4]=1. The catalyst class is: 33. (3) Reactant: C([O:3][C:4]([C:6]1[N:7]=[C:8]([CH2:18][CH2:19][O:20][CH3:21])[S:9][C:10]=1[NH:11][C:12]1[CH:13]=[N:14][CH:15]=[CH:16][CH:17]=1)=[O:5])C.[OH-].[K+]. Product: [CH3:21][O:20][CH2:19][CH2:18][C:8]1[S:9][C:10]([NH:11][C:12]2[CH:13]=[N:14][CH:15]=[CH:16][CH:17]=2)=[C:6]([C:4]([OH:5])=[O:3])[N:7]=1. The catalyst class is: 24. (4) Reactant: [C:1]([C:5]1[CH:6]=[C:7]([CH:20]=[C:21]([C:23]([CH3:26])([CH3:25])[CH3:24])[CH:22]=1)[C:8]([NH:10][C:11]1([C:17](Cl)=[O:18])[CH2:16][CH2:15][CH2:14][CH2:13][CH2:12]1)=[O:9])([CH3:4])([CH3:3])[CH3:2].[F:27][C:28]([F:38])([F:37])[C:29]1[CH:30]=[C:31]([CH2:35][NH2:36])[CH:32]=[CH:33][CH:34]=1. Product: [C:1]([C:5]1[CH:6]=[C:7]([CH:20]=[C:21]([C:23]([CH3:26])([CH3:25])[CH3:24])[CH:22]=1)[C:8]([NH:10][C:11]1([C:17](=[O:18])[NH:36][CH2:35][C:31]2[CH:32]=[CH:33][CH:34]=[C:29]([C:28]([F:27])([F:37])[F:38])[CH:30]=2)[CH2:16][CH2:15][CH2:14][CH2:13][CH2:12]1)=[O:9])([CH3:4])([CH3:3])[CH3:2]. The catalyst class is: 2. (5) Reactant: [CH3:1][O:2][C:3]1[CH:8]=[C:7]([CH2:9][N:10]2[CH2:15][CH2:14][N:13]([CH3:16])[CH2:12][CH2:11]2)[CH:6]=[CH:5][C:4]=1[CH2:17][OH:18]. Product: [CH3:1][O:2][C:3]1[CH:8]=[C:7]([CH2:9][N:10]2[CH2:15][CH2:14][N:13]([CH3:16])[CH2:12][CH2:11]2)[CH:6]=[CH:5][C:4]=1[CH:17]=[O:18]. The catalyst class is: 428. (6) Reactant: [C:1]1([C:7]2[C:16]([CH2:17][N:18]3C(=O)C4C(=CC=CC=4)C3=O)=[C:15]([C:29]3[CH:34]=[CH:33][CH:32]=[CH:31][CH:30]=3)[C:14]3[C:9](=[N:10][CH:11]=[CH:12][CH:13]=3)[N:8]=2)[CH:6]=[CH:5][CH:4]=[CH:3][CH:2]=1.NN. Product: [C:1]1([C:7]2[C:16]([CH2:17][NH2:18])=[C:15]([C:29]3[CH:30]=[CH:31][CH:32]=[CH:33][CH:34]=3)[C:14]3[C:9](=[N:10][CH:11]=[CH:12][CH:13]=3)[N:8]=2)[CH:6]=[CH:5][CH:4]=[CH:3][CH:2]=1. The catalyst class is: 14. (7) Reactant: [C:1]([C:5]1[CH:6]=[C:7]([N:12]2[C:16]([CH:17]=[C:18]3[CH2:23][CH2:22][CH2:21][CH2:20][CH2:19]3)=[CH:15][C:14]([C:24]([O:26][CH3:27])=[O:25])=[N:13]2)[CH:8]=[C:9]([CH3:11])[CH:10]=1)([CH3:4])([CH3:3])[CH3:2]. Product: [C:1]([C:5]1[CH:6]=[C:7]([N:12]2[C:16]([CH2:17][CH:18]3[CH2:19][CH2:20][CH2:21][CH2:22][CH2:23]3)=[CH:15][C:14]([C:24]([O:26][CH3:27])=[O:25])=[N:13]2)[CH:8]=[C:9]([CH3:11])[CH:10]=1)([CH3:4])([CH3:2])[CH3:3]. The catalyst class is: 19.